From a dataset of Full USPTO retrosynthesis dataset with 1.9M reactions from patents (1976-2016). Predict the reactants needed to synthesize the given product. (1) Given the product [F:34][C:2]([F:1])([F:35])[C:3]1[CH:4]=[C:5]([C:13]([CH3:32])([CH3:33])[C:14]([N:16]([C:18]2[CH:19]=[N:20][C:21]([O:43][CH:39]([CH2:40][O:41][CH3:42])[CH2:38][O:37][CH3:36])=[CH:22][C:23]=2[C:24]2[CH:29]=[CH:28][CH:27]=[CH:26][C:25]=2[Cl:30])[CH3:17])=[O:15])[CH:6]=[C:7]([C:9]([F:12])([F:11])[F:10])[CH:8]=1, predict the reactants needed to synthesize it. The reactants are: [F:1][C:2]([F:35])([F:34])[C:3]1[CH:4]=[C:5]([C:13]([CH3:33])([CH3:32])[C:14]([N:16]([C:18]2[CH:19]=[N:20][C:21](Cl)=[CH:22][C:23]=2[C:24]2[CH:29]=[CH:28][CH:27]=[CH:26][C:25]=2[Cl:30])[CH3:17])=[O:15])[CH:6]=[C:7]([C:9]([F:12])([F:11])[F:10])[CH:8]=1.[CH3:36][O:37][CH2:38][CH:39]([OH:43])[CH2:40][O:41][CH3:42].[OH-].[Na+]. (2) Given the product [CH3:11][O:12][C:13](=[O:21])[CH2:14][CH:15]1[CH2:16][CH2:17][N:18]([C:2]2[CH:7]=[CH:6][C:5]([N+:8]([O-:10])=[O:9])=[CH:4][N:3]=2)[CH2:19][CH2:20]1, predict the reactants needed to synthesize it. The reactants are: Cl[C:2]1[CH:7]=[CH:6][C:5]([N+:8]([O-:10])=[O:9])=[CH:4][N:3]=1.[CH3:11][O:12][C:13](=[O:21])[CH2:14][CH:15]1[CH2:20][CH2:19][NH:18][CH2:17][CH2:16]1.C(N(C(C)C)CC)(C)C. (3) Given the product [Br:1][C:2]1[S:6][C:5]([CH2:7][NH:13][CH2:9][CH:10]([CH3:12])[CH3:11])=[CH:4][CH:3]=1, predict the reactants needed to synthesize it. The reactants are: [Br:1][C:2]1[S:6][C:5]([CH:7]=O)=[CH:4][CH:3]=1.[CH2:9]([NH2:13])[CH:10]([CH3:12])[CH3:11].[BH4-].[Na+]. (4) The reactants are: [CH3:1][N:2]([CH3:35])[S:3]([N:6]1[C:14]2[CH:13]=[CH:12][C:11]([C:15]([N:17]3[CH2:22][CH2:21][CH:20]([CH3:23])[CH2:19][CH2:18]3)=[O:16])=[CH:10][C:9]=2[C:8]2[CH2:24][N:25](C(OC(C)(C)C)=O)[CH2:26][CH2:27][C:7]1=2)(=[O:5])=[O:4].[C:36]([OH:42])([C:38]([F:41])([F:40])[F:39])=[O:37]. Given the product [OH:42][C:36]([C:38]([F:41])([F:40])[F:39])=[O:37].[CH3:35][N:2]([CH3:1])[S:3]([N:6]1[C:14]2[CH:13]=[CH:12][C:11]([C:15]([N:17]3[CH2:22][CH2:21][CH:20]([CH3:23])[CH2:19][CH2:18]3)=[O:16])=[CH:10][C:9]=2[C:8]2[CH2:24][NH:25][CH2:26][CH2:27][C:7]1=2)(=[O:4])=[O:5].[C:36]([OH:42])([C:38]([F:41])([F:40])[F:39])=[O:37], predict the reactants needed to synthesize it. (5) The reactants are: C([O:3][C:4](=[O:44])[CH2:5][N:6]([S:32]([N:35]1[C:43]2[C:38](=[CH:39][CH:40]=[CH:41][CH:42]=2)[CH2:37][CH2:36]1)(=[O:34])=[O:33])[CH2:7][C:8]1[CH:13]=[CH:12][C:11]([O:14][CH2:15][C:16]2[N:17]=[C:18]([C:22]3[CH:27]=[CH:26][C:25]([C:28]([F:31])([F:30])[F:29])=[CH:24][CH:23]=3)[O:19][C:20]=2[CH3:21])=[CH:10][CH:9]=1)C.O.[OH-].[Li+]. Given the product [N:35]1([S:32]([N:6]([CH2:5][C:4]([OH:44])=[O:3])[CH2:7][C:8]2[CH:13]=[CH:12][C:11]([O:14][CH2:15][C:16]3[N:17]=[C:18]([C:22]4[CH:23]=[CH:24][C:25]([C:28]([F:29])([F:30])[F:31])=[CH:26][CH:27]=4)[O:19][C:20]=3[CH3:21])=[CH:10][CH:9]=2)(=[O:34])=[O:33])[C:43]2[C:38](=[CH:39][CH:40]=[CH:41][CH:42]=2)[CH2:37][CH2:36]1, predict the reactants needed to synthesize it. (6) Given the product [F:20][CH2:1][S:4][C:5]1[N:6]=[CH:7][N:8]2[CH:12]=[CH:11][S:10][C:9]=12, predict the reactants needed to synthesize it. The reactants are: [C:1]([S:4][C:5]1[N:6]=[CH:7][N:8]2[CH:12]=[CH:11][S:10][C:9]=12)(=O)C.C[O-].[Na+].CO.BrC[F:20].ClCCl. (7) Given the product [C:20]([C:24]1[CH:25]=[C:26]([NH:39][C:17](=[O:19])[CH2:16][C:13]2[CH:12]=[CH:11][C:10]([N:3]3[C:4]4=[N:5][CH:6]=[CH:7][CH:8]=[C:9]4[N:1]=[CH:2]3)=[CH:15][CH:14]=2)[N:27]([C:29]2[CH:34]=[CH:33][CH:32]=[CH:31][C:30]=2[C:35]([F:38])([F:36])[F:37])[N:28]=1)([CH3:23])([CH3:21])[CH3:22], predict the reactants needed to synthesize it. The reactants are: [N:1]1[C:9]2[C:4](=[N:5][CH:6]=[CH:7][CH:8]=2)[N:3]([C:10]2[CH:15]=[CH:14][C:13]([CH2:16][C:17]([OH:19])=O)=[CH:12][CH:11]=2)[CH:2]=1.[C:20]([C:24]1[CH:25]=[C:26]([NH2:39])[N:27]([C:29]2[CH:34]=[CH:33][CH:32]=[CH:31][C:30]=2[C:35]([F:38])([F:37])[F:36])[N:28]=1)([CH3:23])([CH3:22])[CH3:21].